This data is from Full USPTO retrosynthesis dataset with 1.9M reactions from patents (1976-2016). The task is: Predict the reactants needed to synthesize the given product. (1) Given the product [CH3:17][N:18]1[CH2:23][CH2:22][N:21]([S:2]([C:13]2[CH:12]=[CH:11][C:9]([NH2:10])=[C:8]([C:7]([F:15])([F:16])[F:6])[CH:14]=2)(=[O:5])=[O:3])[CH2:20][CH2:19]1, predict the reactants needed to synthesize it. The reactants are: Cl[S:2]([OH:5])(=O)=[O:3].[F:6][C:7]([F:16])([F:15])[C:8]1[CH:14]=[CH:13][CH:12]=[CH:11][C:9]=1[NH2:10].[CH3:17][N:18]1[CH2:23][CH2:22][NH:21][CH2:20][CH2:19]1. (2) Given the product [CH3:40][O:39][C:37]1[C:36]([O:41][CH2:42][CH2:43][CH2:44][O:45][C:46]2[C:47]([O:71][CH3:72])=[CH:48][C:49]3[C:55](=[O:56])[N:54]4[CH:57]=[C:58]([CH3:60])[CH2:59][C@H:53]4[C:52](=[O:61])[N:51]([CH2:62][O:63][CH2:64][CH2:65][Si:66]([CH3:68])([CH3:67])[CH3:69])[C:50]=3[CH:70]=2)=[CH:35][C:23]2[N:24]([CH2:27][O:28][CH2:29][CH2:30][Si:31]([CH3:32])([CH3:34])[CH3:33])[C:25](=[O:26])[C@@H:19]3[CH2:18][C:17](/[CH:16]=[CH:15]/[CH2:14][NH:13][C:98](=[O:99])[C@@H:97]([NH:96][C:94](=[O:95])[C@H:93]([NH:92][C:90](=[O:91])[O:89][CH2:88][CH:86]4[C:87]5[CH:75]=[CH:76][CH:77]=[CH:78][C:79]=5[C:80]5[C:85]4=[CH:84][CH:83]=[CH:82][CH:81]=5)[CH:102]([CH3:104])[CH3:103])[CH3:101])=[CH:74][N:20]3[C:21](=[O:73])[C:22]=2[CH:38]=1, predict the reactants needed to synthesize it. The reactants are: Cl.C(N=C=NCCCN(C)C)C.[NH2:13][CH2:14]/[CH:15]=[CH:16]/[C:17]1[CH2:18][C@H:19]2[C:25](=[O:26])[N:24]([CH2:27][O:28][CH2:29][CH2:30][Si:31]([CH3:34])([CH3:33])[CH3:32])[C:23]3[CH:35]=[C:36]([O:41][CH2:42][CH2:43][CH2:44][O:45][C:46]4[C:47]([O:71][CH3:72])=[CH:48][C:49]5[C:55](=[O:56])[N:54]6[CH:57]=[C:58]([CH3:60])[CH2:59][C@H:53]6[C:52](=[O:61])[N:51]([CH2:62][O:63][CH2:64][CH2:65][Si:66]([CH3:69])([CH3:68])[CH3:67])[C:50]=5[CH:70]=4)[C:37]([O:39][CH3:40])=[CH:38][C:22]=3[C:21](=[O:73])[N:20]2[CH:74]=1.[CH:75]1[C:87]2[CH:86]([CH2:88][O:89][C:90]([NH:92][C@@H:93]([CH:102]([CH3:104])[CH3:103])[C:94]([NH:96][C@@H:97]([CH3:101])[C:98](O)=[O:99])=[O:95])=[O:91])[C:85]3[C:80](=[CH:81][CH:82]=[CH:83][CH:84]=3)[C:79]=2[CH:78]=[CH:77][CH:76]=1. (3) The reactants are: F[C:2]1[CH:10]=[N:9][CH:8]=[C:7]([NH:11][C:12]2[CH:17]=[CH:16][C:15]([I:18])=[CH:14][C:13]=2[F:19])[C:3]=1[C:4]([NH2:6])=[O:5].[OH:20][C:21]1[CH:22]=[C:23]([NH:27][C:28](=[O:34])[O:29][C:30]([CH3:33])([CH3:32])[CH3:31])[CH:24]=[CH:25][CH:26]=1.C(=O)([O-])[O-].[Cs+].[Cs+]. Given the product [C:4]([C:3]1[C:7]([NH:11][C:12]2[CH:17]=[CH:16][C:15]([I:18])=[CH:14][C:13]=2[F:19])=[CH:8][N:9]=[CH:10][C:2]=1[O:20][C:21]1[CH:22]=[C:23]([NH:27][C:28](=[O:34])[O:29][C:30]([CH3:32])([CH3:31])[CH3:33])[CH:24]=[CH:25][CH:26]=1)(=[O:5])[NH2:6], predict the reactants needed to synthesize it. (4) Given the product [CH3:1][C:2]1[O:6][C:5]([C:7]2[CH:8]=[CH:9][CH:10]=[CH:11][CH:12]=2)=[N:4][C:3]=1[CH2:13][O:14][C:15]1[CH:19]=[C:18]([CH2:20][OH:21])[O:17][N:16]=1, predict the reactants needed to synthesize it. The reactants are: [CH3:1][C:2]1[O:6][C:5]([C:7]2[CH:12]=[CH:11][CH:10]=[CH:9][CH:8]=2)=[N:4][C:3]=1[CH2:13][O:14][C:15]1[CH:19]=[C:18]([C:20](OC)=[O:21])[O:17][N:16]=1.[H-].C([Al+]CC(C)C)C(C)C.Cl. (5) The reactants are: [C:1]([O:5][C:6]#[C:7][CH2:8][CH3:9])#[C:2][CH2:3][CH3:4].[Cl:10][S:11]([OH:14])(=O)=[O:12].[C:15](Cl)(=O)[C:16](Cl)=O.CN(C=O)C. Given the product [CH2:1]([O:5][C:6]1[CH:16]=[CH:15][C:9]([S:11]([Cl:10])(=[O:14])=[O:12])=[CH:8][CH:7]=1)[C:2]#[C:3][CH3:4], predict the reactants needed to synthesize it.